This data is from NCI-60 drug combinations with 297,098 pairs across 59 cell lines. The task is: Regression. Given two drug SMILES strings and cell line genomic features, predict the synergy score measuring deviation from expected non-interaction effect. (1) Synergy scores: CSS=41.1, Synergy_ZIP=-0.769, Synergy_Bliss=-1.24, Synergy_Loewe=-40.4, Synergy_HSA=-1.02. Cell line: SW-620. Drug 2: CCN(CC)CCCC(C)NC1=C2C=C(C=CC2=NC3=C1C=CC(=C3)Cl)OC. Drug 1: COC1=NC(=NC2=C1N=CN2C3C(C(C(O3)CO)O)O)N. (2) Drug 1: CN1C(=O)N2C=NC(=C2N=N1)C(=O)N. Drug 2: CC1CCC2CC(C(=CC=CC=CC(CC(C(=O)C(C(C(=CC(C(=O)CC(OC(=O)C3CCCCN3C(=O)C(=O)C1(O2)O)C(C)CC4CCC(C(C4)OC)OCCO)C)C)O)OC)C)C)C)OC. Cell line: SK-OV-3. Synergy scores: CSS=2.74, Synergy_ZIP=0.656, Synergy_Bliss=0.895, Synergy_Loewe=-0.323, Synergy_HSA=-1.96. (3) Drug 1: C1CCN(CC1)CCOC2=CC=C(C=C2)C(=O)C3=C(SC4=C3C=CC(=C4)O)C5=CC=C(C=C5)O. Drug 2: CCCS(=O)(=O)NC1=C(C(=C(C=C1)F)C(=O)C2=CNC3=C2C=C(C=N3)C4=CC=C(C=C4)Cl)F. Cell line: IGROV1. Synergy scores: CSS=21.9, Synergy_ZIP=1.25, Synergy_Bliss=1.99, Synergy_Loewe=1.24, Synergy_HSA=0.752. (4) Drug 1: C1CN(P(=O)(OC1)NCCCl)CCCl. Drug 2: C(CN)CNCCSP(=O)(O)O. Cell line: CCRF-CEM. Synergy scores: CSS=6.27, Synergy_ZIP=-2.28, Synergy_Bliss=-2.74, Synergy_Loewe=-0.201, Synergy_HSA=-1.73. (5) Drug 1: CC1=C(C=C(C=C1)C(=O)NC2=CC(=CC(=C2)C(F)(F)F)N3C=C(N=C3)C)NC4=NC=CC(=N4)C5=CN=CC=C5. Drug 2: C1=NNC2=C1C(=O)NC=N2. Cell line: LOX IMVI. Synergy scores: CSS=7.96, Synergy_ZIP=-1.41, Synergy_Bliss=-3.10, Synergy_Loewe=3.37, Synergy_HSA=-3.16.